Dataset: Reaction yield outcomes from USPTO patents with 853,638 reactions. Task: Predict the reaction yield, written as a fraction of the theoretical maximum amount of product (1.0 means a 100% yield; for example, 0.34 means a 34% yield). (1) The reactants are O[C:2]1[N:7]2[N:8]=[CH:9][C:10]([C:11]([O:13]CC)=[O:12])=[C:6]2[N:5]=[C:4]([C:16]2[CH:21]=[CH:20][CH:19]=[CH:18][CH:17]=2)[CH:3]=1.[OH-:22].[Li+]. The catalyst is CO. The product is [OH:22][C:6]1[N:7]2[N:8]=[CH:9][C:10]([C:11]([OH:13])=[O:12])=[C:2]2[CH:3]=[C:4]([C:16]2[CH:17]=[CH:18][CH:19]=[CH:20][CH:21]=2)[N:5]=1. The yield is 0.790. (2) The catalyst is O1CCCC1. The yield is 0.740. The reactants are [CH2:1]([O:3][C:4]1[C:8]([CH2:9][CH2:10][CH2:11][OH:12])=[CH:7][N:6]([C:13]2[CH:18]=[CH:17][C:16]([C:19]([F:22])([F:21])[F:20])=[CH:15][CH:14]=2)[N:5]=1)[CH3:2].O[C:24]1[CH:25]=[C:26]([CH2:30][C:31]([O:33]C)=[O:32])[CH:27]=[CH:28][CH:29]=1.C(P(CCCC)CCCC)CCC.N(C(N1CCCCC1)=O)=NC(N1CCCCC1)=O. The product is [CH2:1]([O:3][C:4]1[C:8]([CH2:9][CH2:10][CH2:11][O:12][C:24]2[CH:25]=[C:26]([CH2:30][C:31]([OH:33])=[O:32])[CH:27]=[CH:28][CH:29]=2)=[CH:7][N:6]([C:13]2[CH:18]=[CH:17][C:16]([C:19]([F:21])([F:22])[F:20])=[CH:15][CH:14]=2)[N:5]=1)[CH3:2]. (3) The reactants are [N:1]12[CH2:8][CH2:7][CH:4]([CH2:5][CH2:6]1)[C@H:3]([O:9][C:10]1[CH:11]=[CH:12][C:13]3[C:17]4[CH:18]=[CH:19][C:20]([O:22][C@H:23]5[CH:28]6[CH2:29][CH2:30][N:25]([CH2:26][CH2:27]6)[CH2:24]5)=[CH:21][C:16]=4[S:15][C:14]=3[CH:31]=1)[CH2:2]2.O.[C:33]1([CH3:43])[CH:38]=[CH:37][C:36]([S:39]([OH:42])(=[O:41])=[O:40])=[CH:35][CH:34]=1. The catalyst is C(OCC)(=O)C.C(O)C. The product is [C:33]1([CH3:43])[CH:34]=[CH:35][C:36]([S:39]([OH:42])(=[O:40])=[O:41])=[CH:37][CH:38]=1.[N:1]12[CH2:6][CH2:5][CH:4]([CH2:7][CH2:8]1)[C@H:3]([O:9][C:10]1[CH:11]=[CH:12][C:13]3[C:17]4[CH:18]=[CH:19][C:20]([O:22][C@H:23]5[CH:28]6[CH2:27][CH2:26][N:25]([CH2:30][CH2:29]6)[CH2:24]5)=[CH:21][C:16]=4[S:15][C:14]=3[CH:31]=1)[CH2:2]2. The yield is 0.940. (4) The reactants are [NH:1]1[C:5]2[CH:6]=[CH:7][C:8]([C:10]([OH:12])=O)=[CH:9][C:4]=2[N:3]=[CH:2]1.[F:13][C:14]1[C:19]2[C@H:20]3[C@H:25]([CH2:26][CH2:27][C:18]=2[CH:17]=[CH:16][CH:15]=1)[NH:24][CH2:23][CH2:22][CH2:21]3. No catalyst specified. The product is [NH:1]1[C:5]2[CH:6]=[CH:7][C:8]([C:10]([N:24]3[C@@H:25]4[C@H:20]([C:19]5[C:14]([F:13])=[CH:15][CH:16]=[CH:17][C:18]=5[CH2:27][CH2:26]4)[CH2:21][CH2:22][CH2:23]3)=[O:12])=[CH:9][C:4]=2[N:3]=[CH:2]1. The yield is 0.410.